From a dataset of Peptide-MHC class I binding affinity with 185,985 pairs from IEDB/IMGT. Regression. Given a peptide amino acid sequence and an MHC pseudo amino acid sequence, predict their binding affinity value. This is MHC class I binding data. (1) The peptide sequence is LLSTNLPY. The MHC is Mamu-A02 with pseudo-sequence Mamu-A02. The binding affinity (normalized) is 0. (2) The peptide sequence is AVFQPSTGNY. The MHC is HLA-A30:01 with pseudo-sequence HLA-A30:01. The binding affinity (normalized) is 0.128.